From a dataset of Full USPTO retrosynthesis dataset with 1.9M reactions from patents (1976-2016). Predict the reactants needed to synthesize the given product. (1) Given the product [C:1]1([C:7]([C:9]2[NH:17][C:12]3=[CH:13][N:14]=[CH:15][CH:16]=[C:11]3[CH:10]=2)=[N:19][NH:20][C:21]([NH2:23])=[O:22])[CH:6]=[CH:5][CH:4]=[CH:3][CH:2]=1, predict the reactants needed to synthesize it. The reactants are: [C:1]1([C:7]([C:9]2[NH:17][C:12]3=[CH:13][N:14]=[CH:15][CH:16]=[C:11]3[CH:10]=2)=O)[CH:6]=[CH:5][CH:4]=[CH:3][CH:2]=1.Cl.[NH2:19][NH:20][C:21]([NH2:23])=[O:22].C(=O)([O-])[O-].[K+].[K+].O. (2) The reactants are: [F:1][C:2]1[CH:3]=[C:4]([CH:23]=[CH:24][C:25]=1[O:26][CH3:27])[NH:5][CH:6]=[C:7]([C:21]#[N:22])[C:8]([NH:10][C:11]1[CH:16]=[C:15]([O:17][CH3:18])[C:14]([Cl:19])=[CH:13][C:12]=1[Cl:20])=O.CO.P(Cl)(Cl)(Cl)=O. Given the product [Cl:20][C:12]1[CH:13]=[C:14]([Cl:19])[C:15]([O:17][CH3:18])=[CH:16][C:11]=1[NH:10][C:8]1[C:23]2[C:4](=[CH:3][C:2]([F:1])=[C:25]([O:26][CH3:27])[CH:24]=2)[N:5]=[CH:6][C:7]=1[C:21]#[N:22], predict the reactants needed to synthesize it. (3) Given the product [Br-:1].[C:8]([CH2:7][CH2:6][CH2:5][CH2:4][CH2:3][CH2:2][CH2:30][P+:17]([C:14]1[CH:13]=[CH:12][CH:11]=[CH:16][CH:15]=1)([C:24]1[CH:29]=[CH:28][CH:27]=[CH:26][CH:25]=1)[C:18]1[CH:23]=[CH:22][CH:21]=[CH:20][CH:19]=1)([OH:10])=[O:9], predict the reactants needed to synthesize it. The reactants are: [Br:1][CH2:2][CH2:3][CH2:4][CH2:5][CH2:6][CH2:7][C:8]([OH:10])=[O:9].[CH:11]1[CH:16]=[CH:15][C:14]([P:17]([C:24]2[CH:29]=[CH:28][CH:27]=[CH:26][CH:25]=2)[C:18]2[CH:23]=[CH:22][CH:21]=[CH:20][CH:19]=2)=[CH:13][CH:12]=1.[C:30]1(C)C=CC=CC=1. (4) Given the product [NH2:41][C:7]1[N:8]=[C:3]([O:2][CH3:1])[C:4]2[C:15]([C:16]3[CH:21]=[CH:20][CH:19]=[CH:18][CH:17]=3)=[C:14]([C:22]3[CH:27]=[CH:26][C:25]([C:28]4([NH:32][C:33](=[O:39])[O:34][C:35]([CH3:38])([CH3:37])[CH3:36])[CH2:31][CH2:30][CH2:29]4)=[CH:24][CH:23]=3)[O:13][C:5]=2[N:6]=1, predict the reactants needed to synthesize it. The reactants are: [CH3:1][O:2][C:3]1[C:4]2[C:15]([C:16]3[CH:21]=[CH:20][CH:19]=[CH:18][CH:17]=3)=[C:14]([C:22]3[CH:27]=[CH:26][C:25]([C:28]4([NH:32][C:33](=[O:39])[O:34][C:35]([CH3:38])([CH3:37])[CH3:36])[CH2:31][CH2:30][CH2:29]4)=[CH:24][CH:23]=3)[O:13][C:5]=2[N:6]=[C:7](S(C)(=O)=O)[N:8]=1.[OH-].[NH4+:41].